This data is from Forward reaction prediction with 1.9M reactions from USPTO patents (1976-2016). The task is: Predict the product of the given reaction. (1) Given the reactants CN(C)CC.[F:6][C:7]1[CH:41]=[CH:40][C:10]([CH2:11][N:12]2[CH2:39][CH2:38][N:15]3[C:16]4[N:37]=[CH:36][CH:35]=[CH:34][C:17]=4[N:18]([C:21]([C@@H:23]4[CH2:26][CH2:25][N:24]4[C:27]([O:29][C:30]([CH3:33])([CH3:32])[CH3:31])=[O:28])=O)[CH2:19][CH2:20][CH:14]3[CH2:13]2)=[CH:9][CH:8]=1, predict the reaction product. The product is: [F:6][C:7]1[CH:8]=[CH:9][C:10]([CH2:11][N:12]2[CH2:39][CH2:38][N:15]3[C:16]4[N:37]=[CH:36][CH:35]=[CH:34][C:17]=4[N:18]([CH2:21][C@@H:23]4[CH2:26][CH2:25][N:24]4[C:27]([O:29][C:30]([CH3:33])([CH3:32])[CH3:31])=[O:28])[CH2:19][CH2:20][CH:14]3[CH2:13]2)=[CH:40][CH:41]=1. (2) The product is: [C:1]([O:5][C:6](=[O:27])[CH:7]([NH:19][C:20]([O:22][C:23]([CH3:26])([CH3:25])[CH3:24])=[O:21])[CH2:8][C:9]1[CH:18]=[CH:17][C:12]([C:13]([OH:15])=[O:14])=[CH:11][CH:10]=1)([CH3:3])([CH3:4])[CH3:2]. Given the reactants [C:1]([O:5][C:6](=[O:27])[CH:7]([NH:19][C:20]([O:22][C:23]([CH3:26])([CH3:25])[CH3:24])=[O:21])[CH2:8][C:9]1[CH:18]=[CH:17][C:12]([C:13]([O:15]C)=[O:14])=[CH:11][CH:10]=1)([CH3:4])([CH3:3])[CH3:2].O([Si](C)(C)C)[K].[Cl-].[NH4+].Cl, predict the reaction product. (3) Given the reactants [CH3:1][N:2]1[CH2:7][CH2:6][N:5]([CH2:8][CH2:9][C:10]([O:12]C)=O)[CH2:4][CH2:3]1.[CH2:14]([NH2:26])[CH2:15][CH2:16][CH2:17][CH2:18][CH2:19][CH2:20][CH2:21][CH2:22][CH2:23][CH2:24][CH3:25], predict the reaction product. The product is: [CH2:14]([NH:26][C:10](=[O:12])[CH2:9][CH2:8][N:5]1[CH2:4][CH2:3][N:2]([CH3:1])[CH2:7][CH2:6]1)[CH2:15][CH2:16][CH2:17][CH2:18][CH2:19][CH2:20][CH2:21][CH2:22][CH2:23][CH2:24][CH3:25]. (4) Given the reactants ClC1C=CC=C(C(OO)=[O:9])C=1Cl.[C:13]([NH:17][C:18]([C:20]1[CH:24]=[C:23]([C:25]2[CH:30]=[CH:29][CH:28]=[CH:27][N:26]=2)[N:22]([C:31]2[S:32][C:33]([S:36][CH2:37][CH3:38])=[N:34][N:35]=2)[N:21]=1)=[O:19])([CH3:16])([CH3:15])[CH3:14].S([O-])([O-])(=O)=S.[Na+].[Na+].C(=O)(O)[O-].[Na+], predict the reaction product. The product is: [C:13]([NH:17][C:18]([C:20]1[CH:24]=[C:23]([C:25]2[CH:30]=[CH:29][CH:28]=[CH:27][N:26]=2)[N:22]([C:31]2[S:32][C:33]([S:36]([CH2:37][CH3:38])=[O:9])=[N:34][N:35]=2)[N:21]=1)=[O:19])([CH3:16])([CH3:15])[CH3:14]. (5) Given the reactants C[Si](C)(C)CCOC[N:7]1[C:11]2[C:12]3[CH:13]=[CH:14][S:15][C:16]=3[CH2:17][C:10]=2[C:9]([C:18]2[CH:19]=[CH:20][C:21]([NH:24]C(=O)C)=[N:22][CH:23]=2)=[N:8]1.[ClH:30], predict the reaction product. The product is: [ClH:30].[S:15]1[CH:14]=[CH:13][C:12]2[C:11]3[NH:7][N:8]=[C:9]([C:18]4[CH:19]=[CH:20][C:21]([NH2:24])=[N:22][CH:23]=4)[C:10]=3[CH2:17][C:16]1=2.